This data is from Reaction yield outcomes from USPTO patents with 853,638 reactions. The task is: Predict the reaction yield, written as a fraction of the theoretical maximum amount of product (1.0 means a 100% yield; for example, 0.34 means a 34% yield). (1) The reactants are CN(C(ON1N=NC2C=CC=NC1=2)=[N+](C)C)C.F[P-](F)(F)(F)(F)F.[F:25][C:26]1[CH:27]=[C:28]([NH:36][C:37]([C@H:39]2[C:48]3[C:43](=[CH:44][C:45]([O:49][CH3:50])=[CH:46][CH:47]=3)[CH2:42][CH2:41][NH:40]2)=[O:38])[CH:29]=[CH:30][C:31]=1[Si:32]([CH3:35])([CH3:34])[CH3:33].CCN(C(C)C)C(C)C.[C:60]([O:64][C:65](=[O:74])[CH2:66][C@@H:67]1[CH2:70][C@H:69]([C:71](O)=[O:72])[CH2:68]1)([CH3:63])([CH3:62])[CH3:61]. The catalyst is CN(C=O)C.O. The product is [F:25][C:26]1[CH:27]=[C:28]([NH:36][C:37]([C@H:39]2[C:48]3[C:43](=[CH:44][C:45]([O:49][CH3:50])=[CH:46][CH:47]=3)[CH2:42][CH2:41][N:40]2[C:71]([C@@H:69]2[CH2:68][C@H:67]([CH2:66][C:65]([O:64][C:60]([CH3:63])([CH3:62])[CH3:61])=[O:74])[CH2:70]2)=[O:72])=[O:38])[CH:29]=[CH:30][C:31]=1[Si:32]([CH3:33])([CH3:35])[CH3:34]. The yield is 0.880. (2) The catalyst is ClCCCl.C(OCC)(=O)C. The product is [C:1]1([S:11]([C:14]2[C:22]3[C:17](=[CH:18][CH:19]=[C:20]([O:23][CH:24]4[CH2:29][CH2:28][N:27]([CH2:30][CH2:31][CH3:32])[CH2:26][CH2:25]4)[CH:21]=3)[NH:16][N:15]=2)(=[O:12])=[O:13])[C:10]2[C:5](=[CH:6][CH:7]=[CH:8][CH:9]=2)[CH:4]=[CH:3][CH:2]=1. The reactants are [C:1]1([S:11]([C:14]2[C:22]3[C:17](=[CH:18][CH:19]=[C:20]([O:23][CH:24]4[CH2:29][CH2:28][NH:27][CH2:26][CH2:25]4)[CH:21]=3)[NH:16][N:15]=2)(=[O:13])=[O:12])[C:10]2[C:5](=[CH:6][CH:7]=[CH:8][CH:9]=2)[CH:4]=[CH:3][CH:2]=1.[CH:30](=O)[CH2:31][CH3:32].C(O)(=O)C.C(O[BH-](OC(=O)C)OC(=O)C)(=O)C.[Na+].[OH-].[Na+]. The yield is 0.818.